Dataset: Full USPTO retrosynthesis dataset with 1.9M reactions from patents (1976-2016). Task: Predict the reactants needed to synthesize the given product. (1) Given the product [F:19][C:16]1[CH:17]=[CH:18][C:13]([N:7]2[C:8](=[O:12])[C:9]([CH3:11])([CH3:10])[N:5]([CH2:4][C:3]3[CH:25]=[CH:26][CH:27]=[CH:28][C:2]=3[NH:29][C:30]3[CH:35]=[CH:34][CH:33]=[CH:32][CH:31]=3)[C:6]2=[O:24])=[CH:14][C:15]=1[C:20]([F:23])([F:22])[F:21], predict the reactants needed to synthesize it. The reactants are: Br[C:2]1[CH:28]=[CH:27][CH:26]=[CH:25][C:3]=1[CH2:4][N:5]1[C:9]([CH3:11])([CH3:10])[C:8](=[O:12])[N:7]([C:13]2[CH:18]=[CH:17][C:16]([F:19])=[C:15]([C:20]([F:23])([F:22])[F:21])[CH:14]=2)[C:6]1=[O:24].[NH2:29][C:30]1[CH:35]=[CH:34][CH:33]=[CH:32][CH:31]=1. (2) Given the product [C:24]([O:12][C:11]([C:8]1[S:7][C:6]2[CH2:5][CH2:4][CH2:3][C:2](=[O:1])[C:10]=2[CH:9]=1)=[O:13])([CH3:27])([CH3:26])[CH3:25], predict the reactants needed to synthesize it. The reactants are: [O:1]=[C:2]1[C:10]2[CH:9]=[C:8]([C:11]([OH:13])=[O:12])[S:7][C:6]=2[CH2:5][CH2:4][CH2:3]1.C1CCCCC1.ClC(Cl)(Cl)C(=N)O[C:24]([CH3:27])([CH3:26])[CH3:25]. (3) Given the product [N:41]1([C:36](=[O:38])/[CH:35]=[CH:34]/[C@@H:33]([NH:32][C:30](=[O:31])[O:29][C:26]([CH3:25])([CH3:27])[CH3:28])[CH2:39][CH3:40])[C:49]2[C:44](=[CH:45][CH:46]=[CH:47][CH:48]=2)[CH2:43][CH2:42]1, predict the reactants needed to synthesize it. The reactants are: C(P1(=O)OP(CCC)(=O)OP(CCC)(=O)O1)CC.CCOC(C)=O.[CH3:25][C:26]([O:29][C:30]([NH:32][C@@H:33]([CH2:39][CH3:40])/[CH:34]=[CH:35]/[C:36]([OH:38])=O)=[O:31])([CH3:28])[CH3:27].[NH:41]1[C:49]2[C:44](=[CH:45][CH:46]=[CH:47][CH:48]=2)[CH2:43][CH2:42]1.CCN(CC)CC. (4) Given the product [C:20](=[N:1][CH2:2][C:3]1[C:4]([Cl:19])=[C:5]2[C:9](=[CH:10][CH:11]=1)[N:8]([C:12]([O:14][C:15]([CH3:16])([CH3:18])[CH3:17])=[O:13])[CH:7]=[CH:6]2)([C:21]1[CH:26]=[CH:25][CH:24]=[CH:23][CH:22]=1)[C:27]1[CH:32]=[CH:31][CH:30]=[CH:29][CH:28]=1, predict the reactants needed to synthesize it. The reactants are: [NH2:1][CH2:2][C:3]1[C:4]([Cl:19])=[C:5]2[C:9](=[CH:10][CH:11]=1)[N:8]([C:12]([O:14][C:15]([CH3:18])([CH3:17])[CH3:16])=[O:13])[CH:7]=[CH:6]2.[C:20](=N)([C:27]1[CH:32]=[CH:31][CH:30]=[CH:29][CH:28]=1)[C:21]1[CH:26]=[CH:25][CH:24]=[CH:23][CH:22]=1.